Dataset: Peptide-MHC class I binding affinity with 185,985 pairs from IEDB/IMGT. Task: Regression. Given a peptide amino acid sequence and an MHC pseudo amino acid sequence, predict their binding affinity value. This is MHC class I binding data. (1) The MHC is HLA-A29:02 with pseudo-sequence HLA-A29:02. The peptide sequence is TKHPSLNII. The binding affinity (normalized) is 0. (2) The peptide sequence is SMGNTLTCYV. The MHC is HLA-A02:03 with pseudo-sequence HLA-A02:03. The binding affinity (normalized) is 0.661. (3) The peptide sequence is IIPFIAYFV. The MHC is HLA-A02:01 with pseudo-sequence HLA-A02:01. The binding affinity (normalized) is 0.693.